This data is from Forward reaction prediction with 1.9M reactions from USPTO patents (1976-2016). The task is: Predict the product of the given reaction. (1) Given the reactants [CH3:1][O:2][C:3]1[CH:4]=[C:5]([C@H:9]([NH:11][C:12]([C:14]2[C:15]3[CH:16]=[CH:17][NH:18][C:19]=3[CH:20]=[CH:21][CH:22]=2)=[O:13])[CH3:10])[CH:6]=[CH:7][CH:8]=1.[NH2:23][C:24]1[N:29]=[C:28](Cl)[CH:27]=[CH:26][N:25]=1.NC1N=C(N2C3C=CC=C(C(NCC4C=CC=CC=4Cl)=O)C=3C=C2)C=CN=1.CO, predict the reaction product. The product is: [NH2:23][C:24]1[N:29]=[C:28]([N:18]2[C:19]3[CH:20]=[CH:21][CH:22]=[C:14]([C:12]([NH:11][C@@H:9]([C:5]4[CH:6]=[CH:7][CH:8]=[C:3]([O:2][CH3:1])[CH:4]=4)[CH3:10])=[O:13])[C:15]=3[CH:16]=[CH:17]2)[CH:27]=[CH:26][N:25]=1. (2) Given the reactants [CH3:1][O:2][C:3]1[CH:8]=[CH:7][C:6]([O:9][CH3:10])=[CH:5][C:4]=1[S:11](Cl)(=[O:13])=[O:12].[Cl:15][C:16]1[CH:23]=[CH:22][CH:21]=[CH:20][C:17]=1[CH2:18][NH2:19], predict the reaction product. The product is: [Cl:15][C:16]1[CH:23]=[CH:22][CH:21]=[CH:20][C:17]=1[CH2:18][NH:19][S:11]([C:4]1[CH:5]=[C:6]([O:9][CH3:10])[CH:7]=[CH:8][C:3]=1[O:2][CH3:1])(=[O:13])=[O:12]. (3) Given the reactants C(N(CC)CC)C.[CH3:8][C:9]1[CH:17]=[CH:16][CH:15]=[C:14]([CH3:18])[C:10]=1[C:11](Cl)=[O:12].CC1C=C(C)C=C(C)C=1C(Cl)=O.[F:31][C:32]1[CH:49]=[CH:48][C:35]([CH2:36][O:37][C:38]2[CH:47]=[CH:46][CH:45]=[CH:44][C:39]=2/[C:40](=[N:42]/[OH:43])/[NH2:41])=[CH:34][CH:33]=1, predict the reaction product. The product is: [CH3:8][C:9]1[CH:17]=[CH:16][CH:15]=[C:14]([CH3:18])[C:10]=1[C:11]([O:43]/[N:42]=[C:40](\[NH2:41])/[C:39]1[CH:44]=[CH:45][CH:46]=[CH:47][C:38]=1[O:37][CH2:36][C:35]1[CH:34]=[CH:33][C:32]([F:31])=[CH:49][CH:48]=1)=[O:12]. (4) Given the reactants C([O:3][C:4](=[O:49])[CH2:5][CH:6]([C:8]1[CH:9]=[C:10]([C:16]2[CH:21]=[CH:20][C:19]([C:22]([F:25])([F:24])[F:23])=[CH:18][C:17]=2[CH2:26][N:27]([CH2:34][C:35]2[CH:40]=[C:39]([C:41]([F:44])([F:43])[F:42])[CH:38]=[C:37]([C:45]([F:48])([F:47])[F:46])[CH:36]=2)[C:28]2[N:29]=[N:30][N:31]([CH3:33])[N:32]=2)[C:11]([O:14][CH3:15])=[CH:12][CH:13]=1)[CH3:7])C.FC(F)(F)C1C=C(C=C(C(F)(F)F)C=1)CN(CC1C=C(C(F)(F)F)C=CC=1C1C(OC)=CC=C(C=CC(O)=O)C=1)C1N=NN(C)N=1, predict the reaction product. The product is: [F:48][C:45]([F:46])([F:47])[C:37]1[CH:36]=[C:35]([CH:40]=[C:39]([C:41]([F:42])([F:43])[F:44])[CH:38]=1)[CH2:34][N:27]([CH2:26][C:17]1[CH:18]=[C:19]([C:22]([F:23])([F:24])[F:25])[CH:20]=[CH:21][C:16]=1[C:10]1[C:11]([O:14][CH3:15])=[CH:12][CH:13]=[C:8]([CH:6]([CH3:7])[CH2:5][C:4]([OH:49])=[O:3])[CH:9]=1)[C:28]1[N:29]=[N:30][N:31]([CH3:33])[N:32]=1. (5) Given the reactants C([O:3][C:4](=O)[CH:5]([C:26]1[CH:31]=[CH:30][N:29]=[CH:28][CH:27]=1)[CH2:6][C:7]1[CH:12]=[CH:11][CH:10]=[C:9]([C:13]2[CH:14]=[C:15]([CH:23]([CH3:25])[CH3:24])[CH:16]=[C:17]3[C:22]=2[N:21]=[CH:20][CH:19]=[CH:18]3)[CH:8]=1)C.[H-].[H-].[H-].[H-].[Li+].[Al+3], predict the reaction product. The product is: [CH:23]([C:15]1[CH:16]=[C:17]2[C:22](=[C:13]([C:9]3[CH:8]=[C:7]([CH2:6][CH:5]([C:26]4[CH:31]=[CH:30][N:29]=[CH:28][CH:27]=4)[CH2:4][OH:3])[CH:12]=[CH:11][CH:10]=3)[CH:14]=1)[N:21]=[CH:20][CH:19]=[CH:18]2)([CH3:25])[CH3:24]. (6) Given the reactants [CH3:1][C@H:2]1[CH2:7][O:6][CH2:5][CH2:4][N:3]1[CH2:8][C@H:9]1[CH2:14][N:13]([S:15]([C:18]2[S:19][CH:20]=[CH:21][CH:22]=2)(=[O:17])=[O:16])[CH2:12][CH2:11][NH:10]1.Br[C:24]1[CH:29]=[CH:28][C:27]([C:30]([OH:37])([C:33]([F:36])([F:35])[F:34])[CH2:31][OH:32])=[CH:26][CH:25]=1.CC(C)([O-])C.[Na+].C1(P(C2CCCCC2)C2C=CC=CC=2C2C(OC(C)C)=CC=CC=2OC(C)C)CCCCC1, predict the reaction product. The product is: [F:34][C:33]([F:35])([F:36])[C:30]([C:27]1[CH:26]=[CH:25][C:24]([N:10]2[CH2:11][CH2:12][N:13]([S:15]([C:18]3[S:19][CH:20]=[CH:21][CH:22]=3)(=[O:16])=[O:17])[CH2:14][C@@H:9]2[CH2:8][N:3]2[CH2:4][CH2:5][O:6][CH2:7][C@@H:2]2[CH3:1])=[CH:29][CH:28]=1)([OH:37])[CH2:31][OH:32]. (7) Given the reactants Br[C:2]1[CH:7]=[C:6]([C:8]([CH3:11])([CH3:10])[CH3:9])[CH:5]=[CH:4][C:3]=1[OH:12].[CH:13]([C:15]1[O:19][C:18](B(O)O)=[CH:17][CH:16]=1)=[O:14].C(=O)([O-])[O-].[Na+].[Na+].COCCOC, predict the reaction product. The product is: [C:8]([C:6]1[CH:5]=[CH:4][C:3]([OH:12])=[C:2]([C:18]2[O:19][C:15]([CH:13]=[O:14])=[CH:16][CH:17]=2)[CH:7]=1)([CH3:11])([CH3:10])[CH3:9]. (8) Given the reactants CO[CH:3](OC)[CH2:4]Br.Br.C(=O)([O-])O.[Na+].[NH2:14][C:15]1[C:16](=[O:24])[N:17]([CH3:23])[C:18]([S:21][CH3:22])=[N:19][N:20]=1, predict the reaction product. The product is: [CH3:23][N:17]1[C:16](=[O:24])[C:15]2=[N:14][CH:3]=[CH:4][N:20]2[N:19]=[C:18]1[S:21][CH3:22]. (9) Given the reactants Cl[C:2]1[CH:7]=[CH:6][C:5]([CH:8]([C:11]2[CH:16]=[CH:15][C:14]([Cl:17])=[CH:13][CH:12]=2)[CH2:9][OH:10])=[CH:4][CH:3]=1.CC1(C)C(C)(C)OB([C:26]2[CH:27]=[N:28][NH:29][CH:30]=2)O1, predict the reaction product. The product is: [Cl:17][C:14]1[CH:15]=[CH:16][C:11]([CH:8]([C:5]2[CH:6]=[CH:7][C:2]([C:26]3[CH:27]=[N:28][NH:29][CH:30]=3)=[CH:3][CH:4]=2)[CH2:9][OH:10])=[CH:12][CH:13]=1. (10) The product is: [CH3:42][CH:52]1[NH:50][C:26]2[N:27]=[C:18]([C:15]3[CH:14]=[CH:13][C:12]([C:8]4([NH:7][C:6](=[O:35])[O:5][C:1]([CH3:2])([CH3:4])[CH3:3])[CH2:9][CH2:10][CH2:11]4)=[CH:17][CH:16]=3)[C:19]([C:29]3[CH:30]=[CH:31][CH:32]=[CH:33][CH:34]=3)=[CH:20][C:21]=2[NH:22][C:23]1=[O:28]. Given the reactants [C:1]([O:5][C:6](=[O:35])[NH:7][C:8]1([C:12]2[CH:17]=[CH:16][C:15]([C:18]3[C:19]([C:29]4[CH:34]=[CH:33][CH:32]=[CH:31][CH:30]=4)=[CH:20][C:21]4[NH:22][C:23](=[O:28])NC[C:26]=4[N:27]=3)=[CH:14][CH:13]=2)[CH2:11][CH2:10][CH2:9]1)([CH3:4])([CH3:3])[CH3:2].C(=O)([O-])[O-].[K+].[K+].[CH3:42]I.C(=O)(O)[O-].[Na+].C[N:50]([CH:52]=O)C, predict the reaction product.